From a dataset of Full USPTO retrosynthesis dataset with 1.9M reactions from patents (1976-2016). Predict the reactants needed to synthesize the given product. (1) Given the product [CH3:9][C:10]([CH3:23])([CH2:14][O:15][Si:16]([CH3:22])([CH3:21])[C:17]([CH3:18])([CH3:20])[CH3:19])[C:11]([O:13][CH2:34][C:33]1[CH:38]=[CH:37][CH:36]=[CH:35][N:32]=1)=[O:12], predict the reactants needed to synthesize it. The reactants are: N1C=CC=C(CO)C=1.[CH3:9][C:10]([CH3:23])([CH2:14][O:15][Si:16]([CH3:22])([CH3:21])[C:17]([CH3:20])([CH3:19])[CH3:18])[C:11]([OH:13])=[O:12].[CH:33]1([N:32]=C=[N:32][CH:33]2[CH2:38][CH2:37][CH2:36][CH2:35][CH2:34]2)[CH2:38][CH2:37][CH2:36][CH2:35][CH2:34]1. (2) Given the product [F:13][CH:2]([F:1])[O:3][C:4]1[N:5]=[CH:6][C:7]([NH2:10])=[CH:8][CH:9]=1, predict the reactants needed to synthesize it. The reactants are: [F:1][CH:2]([F:13])[O:3][C:4]1[CH:9]=[CH:8][C:7]([N+:10]([O-])=O)=[CH:6][N:5]=1.Cl.